Dataset: Reaction yield outcomes from USPTO patents with 853,638 reactions. Task: Predict the reaction yield, written as a fraction of the theoretical maximum amount of product (1.0 means a 100% yield; for example, 0.34 means a 34% yield). The reactants are [S:1]1[CH:5]=[C:4]([CH:6]([NH:18][C:19]2[CH:24]=[CH:23][CH:22]=[CH:21][CH:20]=2)[C:7]([O:9][C@@H:10]2[CH:15]3[CH2:16][CH2:17][N:12]([CH2:13][CH2:14]3)[CH2:11]2)=[O:8])[C:3]2[CH:25]=[CH:26][CH:27]=[CH:28][C:2]1=2.[Br:29][CH2:30][C:31]([C:33]1[S:34][CH:35]=[CH:36][CH:37]=1)=[O:32]. The catalyst is CCOC(C)=O. The product is [Br-:29].[S:1]1[CH:5]=[C:4]([CH:6]([NH:18][C:19]2[CH:24]=[CH:23][CH:22]=[CH:21][CH:20]=2)[C:7]([O:9][C@@H:10]2[CH:15]3[CH2:16][CH2:17][N+:12]([CH2:30][C:31](=[O:32])[C:33]4[S:34][CH:35]=[CH:36][CH:37]=4)([CH2:13][CH2:14]3)[CH2:11]2)=[O:8])[C:3]2[CH:25]=[CH:26][CH:27]=[CH:28][C:2]1=2. The yield is 0.365.